From a dataset of HIV replication inhibition screening data with 41,000+ compounds from the AIDS Antiviral Screen. Binary Classification. Given a drug SMILES string, predict its activity (active/inactive) in a high-throughput screening assay against a specified biological target. The drug is Cc1cccc(C=C2C(=O)NC(=O)NC2=O)c1. The result is 0 (inactive).